This data is from Catalyst prediction with 721,799 reactions and 888 catalyst types from USPTO. The task is: Predict which catalyst facilitates the given reaction. (1) Reactant: [NH2:1][C@H:2]1[CH2:6][CH2:5][C@@H:4]([C:7]([OH:9])=[O:8])[CH2:3]1.[OH-].[Na+].[C:12](Cl)(=[O:15])[CH2:13][CH3:14]. Product: [C:12]([NH:1][C@H:2]1[CH2:6][CH2:5][C@@H:4]([C:7]([OH:9])=[O:8])[CH2:3]1)(=[O:15])[CH2:13][CH3:14]. The catalyst class is: 1. (2) Product: [CH3:1][C:2]1[N:7]=[C:6]([C:8]2[NH:10][O:11][C:19](=[O:20])[N:9]=2)[CH:5]=[C:4]([C:12]2[CH:17]=[CH:16][CH:15]=[C:14]([Cl:18])[CH:13]=2)[N:3]=1. Reactant: [CH3:1][C:2]1[N:7]=[C:6]([C:8](=[N:10][OH:11])[NH2:9])[CH:5]=[C:4]([C:12]2[CH:17]=[CH:16][CH:15]=[C:14]([Cl:18])[CH:13]=2)[N:3]=1.[C:19](N1C=CN=C1)(N1C=CN=C1)=[O:20].N12CCCN=C1CCCCC2.Cl. The catalyst class is: 132. (3) Reactant: Cl[C:2]1[C:11]([C:12]([OH:14])=[O:13])=[CH:10][C:9]2[C:4](=[CH:5][CH:6]=[C:7]([Cl:15])[CH:8]=2)[N:3]=1.[NH2:16][CH:17]([CH2:21][C:22]1[CH:27]=[CH:26][C:25]([Br:28])=[CH:24][CH:23]=1)[C:18]([OH:20])=[O:19]. Product: [Br:28][C:25]1[CH:24]=[CH:23][C:22]([CH2:21][CH:17]([NH:16][C:2]2[C:11]([C:12]([OH:14])=[O:13])=[CH:10][C:9]3[C:4](=[CH:5][CH:6]=[C:7]([Cl:15])[CH:8]=3)[N:3]=2)[C:18]([OH:20])=[O:19])=[CH:27][CH:26]=1. The catalyst class is: 16.